Dataset: Peptide-MHC class I binding affinity with 185,985 pairs from IEDB/IMGT. Task: Regression. Given a peptide amino acid sequence and an MHC pseudo amino acid sequence, predict their binding affinity value. This is MHC class I binding data. (1) The peptide sequence is YALAARGVL. The MHC is H-2-Db with pseudo-sequence H-2-Db. The binding affinity (normalized) is 0.554. (2) The peptide sequence is YAFSKYMSF. The MHC is HLA-B15:03 with pseudo-sequence HLA-B15:03. The binding affinity (normalized) is 0.947. (3) The peptide sequence is RMYSPTSI. The MHC is HLA-B44:03 with pseudo-sequence HLA-B44:03. The binding affinity (normalized) is 0.